From a dataset of Reaction yield outcomes from USPTO patents with 853,638 reactions. Predict the reaction yield, written as a fraction of the theoretical maximum amount of product (1.0 means a 100% yield; for example, 0.34 means a 34% yield). (1) The reactants are [CH:1]1([CH2:4][O:5][C:6]2[N:11]=[CH:10][C:9]([C:12](=O)[CH3:13])=[CH:8][C:7]=2[CH3:15])[CH2:3][CH2:2]1.[CH3:16][C:17]([S@:20]([NH2:22])=[O:21])([CH3:19])[CH3:18]. No catalyst specified. The product is [CH:1]1([CH2:4][O:5][C:6]2[N:11]=[CH:10][C:9]([CH:12]([NH:22][S@@:20]([C:17]([CH3:19])([CH3:18])[CH3:16])=[O:21])[CH3:13])=[CH:8][C:7]=2[CH3:15])[CH2:3][CH2:2]1. The yield is 0.850. (2) The reactants are O=P(Cl)(Cl)[Cl:3].C([N:8]([CH2:15][CH3:16])[C:9]1[CH:14]=[CH:13][CH:12]=[CH:11][CH:10]=1)C.N1C2C(=CC=CC=2)CC1=O.O. The catalyst is C1(C)C=CC=CC=1. The product is [Cl:3][C:15]1[NH:8][C:9]2[C:10]([CH:16]=1)=[CH:11][CH:12]=[CH:13][CH:14]=2. The yield is 0.930. (3) The reactants are [OH:1][C@H:2]1[CH2:7][CH2:6][C@H:5]([N:8]2[C:13](=[O:14])[C:12]([CH2:15][C:16]3[S:20][C:19]([C:21]4[CH:28]=[CH:27][CH:26]=[CH:25][C:22]=4[C:23]#[N:24])=[CH:18][CH:17]=3)=[C:11]([CH2:29][CH2:30][CH3:31])[N:10]3[N:32]=[CH:33][N:34]=[C:9]23)[CH2:4][CH2:3]1.[N+](=[CH:37][C:38]([O:40][CH2:41][CH3:42])=[O:39])=[N-]. The catalyst is C([O-])(=O)C.[Rh+].C1(C)C=CC=CC=1. The product is [C:23]([C:22]1[CH:25]=[CH:26][CH:27]=[CH:28][C:21]=1[C:19]1[S:20][C:16]([CH2:15][C:12]2[C:13](=[O:14])[N:8]([C@H:5]3[CH2:6][CH2:7][C@H:2]([O:1][CH2:37][C:38]([O:40][CH2:41][CH3:42])=[O:39])[CH2:3][CH2:4]3)[C:9]3[N:10]([N:32]=[CH:33][N:34]=3)[C:11]=2[CH2:29][CH2:30][CH3:31])=[CH:17][CH:18]=1)#[N:24]. The yield is 0.530. (4) The reactants are [CH3:1][O:2][C:3]1[CH:12]=[CH:11][C:6]([C:7]([O:9][CH3:10])=[O:8])=[CH:5][C:4]=1[O:13][CH2:14][CH2:15][O:16][CH3:17].CC(OC(C)=O)=O.[N+:25]([O-])([OH:27])=[O:26]. The catalyst is CC(O)=O. The product is [CH3:1][O:2][C:3]1[C:4]([O:13][CH2:14][CH2:15][O:16][CH3:17])=[CH:5][C:6]([C:7]([O:9][CH3:10])=[O:8])=[C:11]([N+:25]([O-:27])=[O:26])[CH:12]=1. The yield is 0.560. (5) The reactants are Br[CH2:2][C:3]1[CH:4]=[C:5]2[N:11]=[C:10]([C:12]3[CH:17]=[CH:16][CH:15]=[CH:14][C:13]=3[N+:18]([O-:20])=[O:19])[S:9][C:6]2=[N:7][CH:8]=1.[C:21]([N:28]1[CH2:33][CH2:32][NH:31][CH2:30][CH2:29]1)([O:23][C:24]([CH3:27])([CH3:26])[CH3:25])=[O:22].CCN(CC)CC. The catalyst is C(#N)C. The product is [N+:18]([C:13]1[CH:14]=[CH:15][CH:16]=[CH:17][C:12]=1[C:10]1[S:9][C:6]2[C:5]([N:11]=1)=[CH:4][C:3]([CH2:2][N:31]1[CH2:30][CH2:29][N:28]([C:21]([O:23][C:24]([CH3:27])([CH3:26])[CH3:25])=[O:22])[CH2:33][CH2:32]1)=[CH:8][N:7]=2)([O-:20])=[O:19]. The yield is 0.740. (6) The reactants are [F:1][C:2]1[CH:3]=[C:4]([CH:7]=[CH:8][C:9]=1[OH:10])[C:5]#[N:6].C([O-])([O-])=O.[K+].[K+].[Br:17][C:18]1[CH:25]=[C:24](F)[CH:23]=[CH:22][C:19]=1[CH:20]=[O:21].Cl. The catalyst is CN(C=O)C.CCOC(C)=O. The product is [Br:17][C:18]1[CH:25]=[C:24]([CH:23]=[CH:22][C:19]=1[CH:20]=[O:21])[O:10][C:9]1[CH:8]=[CH:7][C:4]([C:5]#[N:6])=[CH:3][C:2]=1[F:1]. The yield is 0.610. (7) The reactants are [CH:1]1[C:10]2[C:5](=[CH:6][CH:7]=[CH:8][CH:9]=2)[CH:4]=[CH:3][C:2]=1[NH:11][C:12]([C:14]([O:16][Li])=O)=[O:13].N[CH2:19][CH2:20][O:21][CH:22]1[CH2:27][CH2:26][CH:25]([NH:28][C:29]2[CH:34]=[CH:33][C:32]([N+:35]([O-:37])=[O:36])=[C:31]([C:38]([F:41])([F:40])[F:39])[CH:30]=2)[CH2:24][CH2:23]1.CC[N:44]=C=NCCCN(C)C.Cl.C1C=CC2N(O)N=NC=2C=1.C(N(CC)CC)C. The catalyst is CN(C)C=O.C(OCC)(=O)C. The product is [CH:1]1[C:10]2[C:5](=[CH:6][CH:7]=[CH:8][CH:9]=2)[CH:4]=[CH:3][C:2]=1[N:11]([CH2:19][CH2:20][O:21][CH:22]1[CH2:27][CH2:26][CH:25]([NH:28][C:29]2[CH:34]=[CH:33][C:32]([N+:35]([O-:37])=[O:36])=[C:31]([C:38]([F:39])([F:40])[F:41])[CH:30]=2)[CH2:24][CH2:23]1)[C:12](=[O:13])[C:14]([NH2:44])=[O:16]. The yield is 0.170. (8) The reactants are [N+:1]([C:4]1[CH:9]=[CH:8][C:7]([N:10]2[CH2:15][CH2:14][NH:13][CH2:12][CH2:11]2)=[CH:6][CH:5]=1)([O-:3])=[O:2].Cl[C:17]1[N:22]=[C:21]([CH3:23])[CH:20]=[C:19]([CH3:24])[N:18]=1. The catalyst is N1C=CC=CC=1. The product is [CH3:24][C:19]1[CH:20]=[C:21]([CH3:23])[N:22]=[C:17]([N:13]2[CH2:14][CH2:15][N:10]([C:7]3[CH:6]=[CH:5][C:4]([N+:1]([O-:3])=[O:2])=[CH:9][CH:8]=3)[CH2:11][CH2:12]2)[N:18]=1. The yield is 0.240. (9) The reactants are [NH2:1][C:2]1[CH:3]=[CH:4][CH:5]=[C:6]2[C:11]=1[N:10]=[CH:9][CH:8]=[CH:7]2.[CH3:12][C:13]1[C:18]([Cl:19])=[CH:17][CH:16]=[CH:15][C:14]=1[S:20](Cl)(=[O:22])=[O:21]. The catalyst is CN(C1C=CN=CC=1)C. The product is [Cl:19][C:18]1[C:13]([CH3:12])=[C:14]([S:20]([NH:1][C:2]2[CH:3]=[CH:4][CH:5]=[C:6]3[C:11]=2[N:10]=[CH:9][CH:8]=[CH:7]3)(=[O:22])=[O:21])[CH:15]=[CH:16][CH:17]=1. The yield is 0.650. (10) The reactants are [CH2:1]([O:3][C:4]([C:6]1[C:10]([N+:11]([O-])=O)=[C:9]([C:14]2[CH:19]=[CH:18][CH:17]=[CH:16][CH:15]=2)[O:8][N:7]=1)=[O:5])[CH3:2]. The catalyst is CCO.[Ni]. The product is [CH2:1]([O:3][C:4]([C:6]1[C:10]([NH2:11])=[C:9]([C:14]2[CH:19]=[CH:18][CH:17]=[CH:16][CH:15]=2)[O:8][N:7]=1)=[O:5])[CH3:2]. The yield is 0.950.